This data is from Full USPTO retrosynthesis dataset with 1.9M reactions from patents (1976-2016). The task is: Predict the reactants needed to synthesize the given product. (1) Given the product [NH2:1][C:2]1[CH:10]=[CH:9][C:5]([C:6]([O:8][CH3:16])=[O:7])=[CH:4][CH:3]=1, predict the reactants needed to synthesize it. The reactants are: [NH2:1][C:2]1[CH:10]=[CH:9][C:5]([C:6]([OH:8])=[O:7])=[CH:4][CH:3]=1.S(=O)(=O)(O)O.[CH3:16]O. (2) Given the product [C:2]1([C@@H:8]([NH:10][C:11]([C@@H:13]2[C:15]3([CH2:20][CH2:19][NH:18][CH2:17][CH2:16]3)[CH2:14]2)=[O:12])[CH3:9])[CH:7]=[CH:6][CH:5]=[CH:4][CH:3]=1, predict the reactants needed to synthesize it. The reactants are: Cl.[C:2]1([C@@H:8]([NH:10][C:11]([C@@H:13]2[C:15]3([CH2:20][CH2:19][N:18](C(OC(C)(C)C)=O)[CH2:17][CH2:16]3)[CH2:14]2)=[O:12])[CH3:9])[CH:7]=[CH:6][CH:5]=[CH:4][CH:3]=1. (3) Given the product [CH2:14]([O:21][CH2:22][C:23]([NH:7][C:4]1[CH:5]=[CH:6][C:1]([NH:8][C:9](=[O:12])[CH2:22][O:21][CH2:14][C:15]2[CH:20]=[CH:19][CH:18]=[CH:17][CH:16]=2)=[CH:2][CH:3]=1)=[O:24])[C:15]1[CH:20]=[CH:19][CH:18]=[CH:17][CH:16]=1, predict the reactants needed to synthesize it. The reactants are: [C:1]1([NH2:8])[CH:6]=[CH:5][C:4]([NH2:7])=[CH:3][CH:2]=1.[C:9](=[O:12])(O)[O-].[Na+].[CH2:14]([O:21][CH2:22][C:23](Cl)=[O:24])[C:15]1[CH:20]=[CH:19][CH:18]=[CH:17][CH:16]=1. (4) Given the product [Cl:13][C:14]1[C:22]2[C:17](=[CH:18][CH:19]=[CH:20][CH:21]=2)[N:16]([C:2]([NH:24][NH:23][C:25]([CH:27]2[CH2:32][CH2:31][N:30]([C:33]([O:35][C:36]([CH3:39])([CH3:38])[CH3:37])=[O:34])[CH2:29][CH2:28]2)=[O:26])=[O:4])[N:15]=1, predict the reactants needed to synthesize it. The reactants are: Cl[C:2](Cl)([O:4]C(=O)OC(Cl)(Cl)Cl)Cl.[Cl:13][C:14]1[C:22]2[C:17](=[CH:18][CH:19]=[CH:20][CH:21]=2)[NH:16][N:15]=1.[NH:23]([C:25]([CH:27]1[CH2:32][CH2:31][N:30]([C:33]([O:35][C:36]([CH3:39])([CH3:38])[CH3:37])=[O:34])[CH2:29][CH2:28]1)=[O:26])[NH2:24].C(=O)([O-])[O-].[Na+].[Na+]. (5) Given the product [NH2:30][C:26]1[CH:25]=[CH:24][CH:23]=[C:22]2[C:27]=1[C:28](=[O:29])[C:10]1([N:8]3[CH:9]=[C:5]([CH2:1][CH2:2][CH2:3][CH3:4])[N:6]=[N:7]3)[C:14]3[CH:15]=[CH:16][C:17]([CH:19]([CH3:21])[CH3:20])=[CH:18][C:13]=3[O:12][C:11]12[OH:33], predict the reactants needed to synthesize it. The reactants are: [CH2:1]([C:5]1[N:6]=[N:7][N:8]([C:10]23[C:28](=[O:29])[C:27]4[C:22](=[CH:23][CH:24]=[CH:25][C:26]=4[N+:30]([O-])=O)[C:11]2([OH:33])[O:12][C:13]2[CH:18]=[C:17]([CH:19]([CH3:21])[CH3:20])[CH:16]=[CH:15][C:14]=23)[CH:9]=1)[CH2:2][CH2:3][CH3:4]. (6) Given the product [Cl:19][C:17]1[CH:16]=[N:15][C:5]2=[N:6][C:7]([N:8]3[CH2:13][CH2:12][N:11]([CH3:14])[CH2:10][CH2:9]3)=[C:2]([NH:21][NH2:22])[N:3]=[C:4]2[CH:18]=1, predict the reactants needed to synthesize it. The reactants are: Cl[C:2]1[N:3]=[C:4]2[CH:18]=[C:17]([Cl:19])[CH:16]=[N:15][C:5]2=[N:6][C:7]=1[N:8]1[CH2:13][CH2:12][N:11]([CH3:14])[CH2:10][CH2:9]1.O.[NH2:21][NH2:22].